Dataset: Forward reaction prediction with 1.9M reactions from USPTO patents (1976-2016). Task: Predict the product of the given reaction. The product is: [CH:24]1([C:21]2[CH:22]=[N:23][C:11]([NH:10][C:6]3[CH:5]=[C:4]4[C:9](=[CH:8][CH:7]=3)[N:1]([CH2:34][CH2:35][CH2:36][C:37]3[CH:42]=[CH:41][CH:40]=[CH:39][CH:38]=3)[CH:2]=[CH:3]4)=[C:12]([CH:20]=2)[C:13]([O:15][CH2:16][CH2:17][CH2:18][CH3:19])=[O:14])[CH2:25][CH2:26]1. Given the reactants [NH:1]1[C:9]2[C:4](=[CH:5][C:6]([NH:10][C:11]3[N:23]=[CH:22][C:21]([CH:24]4[CH2:26][CH2:25]4)=[CH:20][C:12]=3[C:13]([O:15][CH2:16][CH2:17][CH2:18][CH3:19])=[O:14])=[CH:7][CH:8]=2)[CH:3]=[CH:2]1.CC(C)([O-])C.[K+].Br[CH2:34][CH2:35][CH2:36][C:37]1[CH:42]=[CH:41][CH:40]=[CH:39][CH:38]=1.Cl, predict the reaction product.